From a dataset of Reaction yield outcomes from USPTO patents with 853,638 reactions. Predict the reaction yield, written as a fraction of the theoretical maximum amount of product (1.0 means a 100% yield; for example, 0.34 means a 34% yield). The reactants are [CH3:1][C:2]1[C:3]([C:22]2[CH:27]=[CH:26][CH:25]=[C:24]([C:28]([F:31])([F:30])[F:29])[CH:23]=2)=[N:4][C:5]2[C:10]([C:11]=1[C:12]([O:14]C)=[O:13])=[CH:9][C:8]([S:16]([CH3:19])(=[O:18])=[O:17])=[C:7]([O:20]C)[CH:6]=2.Br. The catalyst is C(O)(=O)C.O. The product is [OH:20][C:7]1[CH:6]=[C:5]2[C:10]([C:11]([C:12]([OH:14])=[O:13])=[C:2]([CH3:1])[C:3]([C:22]3[CH:27]=[CH:26][CH:25]=[C:24]([C:28]([F:30])([F:31])[F:29])[CH:23]=3)=[N:4]2)=[CH:9][C:8]=1[S:16]([CH3:19])(=[O:18])=[O:17]. The yield is 0.910.